Task: Predict the reactants needed to synthesize the given product.. Dataset: Full USPTO retrosynthesis dataset with 1.9M reactions from patents (1976-2016) Given the product [NH2:11][C:6]1[CH:5]=[C:4]([O:3][C:2]([F:1])([F:14])[F:15])[CH:9]=[CH:8][C:7]=1[OH:10], predict the reactants needed to synthesize it. The reactants are: [F:1][C:2]([F:15])([F:14])[O:3][C:4]1[CH:9]=[CH:8][C:7]([OH:10])=[C:6]([N+:11]([O-])=O)[CH:5]=1.[H][H].